This data is from Reaction yield outcomes from USPTO patents with 853,638 reactions. The task is: Predict the reaction yield, written as a fraction of the theoretical maximum amount of product (1.0 means a 100% yield; for example, 0.34 means a 34% yield). (1) The reactants are O=[C:2]([C:9]1[CH:14]=[CH:13][CH:12]=[CH:11][CH:10]=1)[CH2:3][C:4]([O:6]CC)=O.[NH2:15][C:16]([NH2:18])=[O:17]. The catalyst is C(OCC)(=O)C.[OH-].[Na+]. The product is [C:9]1([C:2]2[NH:18][C:16](=[O:17])[NH:15][C:4](=[O:6])[CH:3]=2)[CH:10]=[CH:11][CH:12]=[CH:13][CH:14]=1. The yield is 0.160. (2) The reactants are C[O:2][C:3]1[CH:8]=[CH:7][C:6]([C:9]2[C:13]([C:14]3[CH:19]=[CH:18][CH:17]=[C:16]([CH3:20])[N:15]=3)=[N:12][N:11]3[CH2:21][CH2:22][CH2:23][C:10]=23)=[CH:5][CH:4]=1.B(Br)(Br)Br. The catalyst is C(Cl)Cl. The product is [CH3:20][C:16]1[N:15]=[C:14]([C:13]2[C:9]([C:6]3[CH:5]=[CH:4][C:3]([OH:2])=[CH:8][CH:7]=3)=[C:10]3[CH2:23][CH2:22][CH2:21][N:11]3[N:12]=2)[CH:19]=[CH:18][CH:17]=1. The yield is 0.0580.